From a dataset of Forward reaction prediction with 1.9M reactions from USPTO patents (1976-2016). Predict the product of the given reaction. Given the reactants [CH3:1][N:2]1[N:6]=[N:5][C:4]([C:7]2[CH:12]=[CH:11][C:10]([CH2:13][N:14]3[CH2:19][CH2:18][C:17](=[O:20])[CH2:16][CH2:15]3)=[CH:9][CH:8]=2)=[N:3]1.[C-:21]#[N:22].[Na+].Cl.C(OCC)(=O)C, predict the reaction product. The product is: [OH:20][C:17]1([C:21]#[N:22])[CH2:18][CH2:19][N:14]([CH2:13][C:10]2[CH:9]=[CH:8][C:7]([C:4]3[N:5]=[N:6][N:2]([CH3:1])[N:3]=3)=[CH:12][CH:11]=2)[CH2:15][CH2:16]1.